From a dataset of Forward reaction prediction with 1.9M reactions from USPTO patents (1976-2016). Predict the product of the given reaction. (1) Given the reactants [CH3:1][C:2](=[CH2:15])[CH2:3][O:4][C:5]1[CH:10]=[CH:9][CH:8]=[CH:7][C:6]=1[NH:11][C:12](=[O:14])[CH3:13].ClC1C=CC=C(C(OO)=[O:24])C=1, predict the reaction product. The product is: [CH3:15][C:2]1([CH2:3][O:4][C:5]2[CH:10]=[CH:9][CH:8]=[CH:7][C:6]=2[NH:11][C:12](=[O:14])[CH3:13])[CH2:1][O:24]1. (2) Given the reactants Br[C:2]1[CH:7]=[CH:6][C:5]([C@@H:8]([NH:10][S@@:11]([C:13]([CH3:16])([CH3:15])[CH3:14])=[O:12])[CH3:9])=[C:4]([F:17])[CH:3]=1.[CH3:18][N:19]1[CH:23]=[C:22](B2OC(C)(C)C(C)(C)O2)[CH:21]=[N:20]1.C(=O)([O-])[O-].[Na+].[Na+].C(Cl)Cl, predict the reaction product. The product is: [F:17][C:4]1[CH:3]=[C:2]([C:22]2[CH:21]=[N:20][N:19]([CH3:18])[CH:23]=2)[CH:7]=[CH:6][C:5]=1[C@@H:8]([NH:10][S@@:11]([C:13]([CH3:16])([CH3:15])[CH3:14])=[O:12])[CH3:9]. (3) Given the reactants [C:1]1([N:7]([CH2:12][C:13]([OH:15])=[O:14])[CH2:8][C:9]([OH:11])=O)[CH:6]=[CH:5][CH:4]=[CH:3][CH:2]=1.C1(C)C=CC=CC=1.C(OC(=O)C)(=O)C, predict the reaction product. The product is: [C:1]1([N:7]2[CH2:8][C:9](=[O:11])[O:15][C:13](=[O:14])[CH2:12]2)[CH:2]=[CH:3][CH:4]=[CH:5][CH:6]=1. (4) Given the reactants [NH2:1][C@:2]12[CH2:37][CH2:36][C@@H:35]([C:38]([CH3:40])=[CH2:39])[C@@H:3]1[C@@H:4]1[C@@:17]([CH3:20])([CH2:18][CH2:19]2)[C@@:16]2([CH3:21])[C@@H:7]([C@:8]3([CH3:34])[C@@H:13]([CH2:14][CH2:15]2)[C:12]([CH3:23])([CH3:22])[C:11]([C:24]2[CH:33]=[CH:32][C:27]([C:28]([O:30][CH3:31])=[O:29])=[CH:26][CH:25]=2)=[CH:10][CH2:9]3)[CH2:6][CH2:5]1.[CH:41]1([CH:44]=O)[CH2:43][CH2:42]1.C(O[BH-](OC(=O)C)OC(=O)C)(=O)C.[Na+], predict the reaction product. The product is: [CH:41]1([CH2:44][NH:1][C@:2]23[CH2:37][CH2:36][C@@H:35]([C:38]([CH3:40])=[CH2:39])[C@@H:3]2[C@@H:4]2[C@@:17]([CH3:20])([CH2:18][CH2:19]3)[C@@:16]3([CH3:21])[C@@H:7]([C@:8]4([CH3:34])[C@@H:13]([CH2:14][CH2:15]3)[C:12]([CH3:22])([CH3:23])[C:11]([C:24]3[CH:25]=[CH:26][C:27]([C:28]([O:30][CH3:31])=[O:29])=[CH:32][CH:33]=3)=[CH:10][CH2:9]4)[CH2:6][CH2:5]2)[CH2:43][CH2:42]1. (5) The product is: [Cl:1][C:2]1[CH:11]=[C:6]2[C:5]([CH:12]=[C:10]([C:16]3[CH:19]=[CH:20][CH:21]=[CH:22][C:15]=3[C:14]([F:24])([F:23])[F:13])[NH:9][C:7]2=[O:8])=[CH:4][CH:3]=1. Given the reactants [Cl:1][C:2]1[CH:3]=[CH:4][C:5]([CH3:12])=[C:6]([CH:11]=1)[C:7]([NH:9][CH3:10])=[O:8].[F:13][C:14]([F:24])([F:23])[C:15]1[CH:22]=[CH:21][CH:20]=[CH:19][C:16]=1C#N.[Cl-].[NH4+], predict the reaction product. (6) Given the reactants [CH2:1]([O:3][C:4]([C:6]1[NH:7][C:8]2[C:13]([C:14]=1[NH:15][C:16]1[CH:21]=[CH:20][N:19]=[CH:18][CH:17]=1)=[CH:12][C:11]([F:22])=[CH:10][CH:9]=2)=[O:5])[CH3:2].[CH3:23]C(C)([O-])C.[K+].O1CCCC1.IC.[Cl-].[NH4+], predict the reaction product. The product is: [CH2:1]([O:3][C:4]([C:6]1[N:7]([CH3:23])[C:8]2[C:13]([C:14]=1[NH:15][C:16]1[CH:21]=[CH:20][N:19]=[CH:18][CH:17]=1)=[CH:12][C:11]([F:22])=[CH:10][CH:9]=2)=[O:5])[CH3:2]. (7) Given the reactants C([O-])=O.[NH4+].[CH2:5]([C:7]1[CH:16]=[CH:15][C:10]([C:11]([O:13][CH3:14])=[O:12])=[CH:9][C:8]=1[N+:17]([O-])=O)[CH3:6], predict the reaction product. The product is: [NH2:17][C:8]1[CH:9]=[C:10]([CH:15]=[CH:16][C:7]=1[CH2:5][CH3:6])[C:11]([O:13][CH3:14])=[O:12]. (8) Given the reactants [N+:1]([C:4]1[CH:16]=[CH:15][CH:14]=[CH:13][C:5]=1[CH2:6][NH:7][CH2:8][CH:9]([OH:12])[CH2:10][CH3:11])([O-:3])=[O:2].N1C=CC=CC=1.Cl[C:24](Cl)([O:26]C(=O)OC(Cl)(Cl)Cl)Cl, predict the reaction product. The product is: [CH2:10]([CH:9]1[O:12][C:24](=[O:26])[N:7]([CH2:6][C:5]2[CH:13]=[CH:14][CH:15]=[CH:16][C:4]=2[N+:1]([O-:3])=[O:2])[CH2:8]1)[CH3:11]. (9) Given the reactants [CH3:1][O:2][C:3]1[CH:4]=[C:5]2[O:9][C:8]([C:10]3[N:11]=[C:12]4[N:16]([CH:17]=3)[N:15]=[C:14]([O:18][CH3:19])[S:13]4)=[CH:7][C:6]2=[C:20]([OH:22])[CH:21]=1.Br[CH2:24][C:25]1[S:26][CH:27]=[C:28]([C:30]2[CH:35]=[CH:34][CH:33]=[CH:32][CH:31]=2)[N:29]=1.C(=O)([O-])[O-].[K+].[K+], predict the reaction product. The product is: [CH3:19][O:18][C:14]1[S:13][C:12]2=[N:11][C:10]([C:8]3[O:9][C:5]4[CH:4]=[C:3]([O:2][CH3:1])[CH:21]=[C:20]([O:22][CH2:24][C:25]5[S:26][CH:27]=[C:28]([C:30]6[CH:31]=[CH:32][CH:33]=[CH:34][CH:35]=6)[N:29]=5)[C:6]=4[CH:7]=3)=[CH:17][N:16]2[N:15]=1. (10) Given the reactants [NH2:1][C:2]1[S:3][C:4]([C:17]2[CH:22]=[CH:21][CH:20]=[C:19]([F:23])[CH:18]=2)=[C:5]([C:7]([N:9]2[C@H:14]([CH2:15][NH2:16])[CH2:13][C@H:12]3[C@@H:10]2[CH2:11]3)=[O:8])[N:6]=1.[NH:24]1[C:32]2[C:27](=[CH:28][CH:29]=[CH:30][CH:31]=2)[C:26]([C:33](O)=[O:34])=[CH:25]1, predict the reaction product. The product is: [NH2:1][C:2]1[S:3][C:4]([C:17]2[CH:22]=[CH:21][CH:20]=[C:19]([F:23])[CH:18]=2)=[C:5]([C:7]([N:9]2[C@H:14]([CH2:15][NH:16][C:33]([C:26]3[C:27]4[C:32](=[CH:31][CH:30]=[CH:29][CH:28]=4)[NH:24][CH:25]=3)=[O:34])[CH2:13][C@H:12]3[C@@H:10]2[CH2:11]3)=[O:8])[N:6]=1.